This data is from Reaction yield outcomes from USPTO patents with 853,638 reactions. The task is: Predict the reaction yield, written as a fraction of the theoretical maximum amount of product (1.0 means a 100% yield; for example, 0.34 means a 34% yield). (1) The reactants are [CH3:1][O:2][C:3]1[CH:28]=[CH:27][C:6]([CH2:7][N:8]2[C:12]3=[N:13][CH:14]=[CH:15][C:16]([O:17][C:18]4[CH:23]=[CH:22][C:21]([NH2:24])=[CH:20][C:19]=4[F:25])=[C:11]3[C:10](I)=[N:9]2)=[CH:5][CH:4]=1.CC1(C)C(C)(C)OB([C:37]2[CH2:42][CH2:41][N:40]([C:43]([O:45][C:46]([CH3:49])([CH3:48])[CH3:47])=[O:44])[CH2:39][CH:38]=2)O1.C([O-])([O-])=O.[Na+].[Na+]. The catalyst is [Pd].C1(P(C2C=CC=CC=2)C2C=CC=CC=2)C=CC=CC=1.C1(P(C2C=CC=CC=2)C2C=CC=CC=2)C=CC=CC=1.C1(P(C2C=CC=CC=2)C2C=CC=CC=2)C=CC=CC=1.C1(P(C2C=CC=CC=2)C2C=CC=CC=2)C=CC=CC=1.COCCOC. The product is [NH2:24][C:21]1[CH:22]=[CH:23][C:18]([O:17][C:16]2[CH:15]=[CH:14][N:13]=[C:12]3[N:8]([CH2:7][C:6]4[CH:27]=[CH:28][C:3]([O:2][CH3:1])=[CH:4][CH:5]=4)[N:9]=[C:10]([C:37]4[CH2:42][CH2:41][N:40]([C:43]([O:45][C:46]([CH3:49])([CH3:48])[CH3:47])=[O:44])[CH2:39][CH:38]=4)[C:11]=23)=[C:19]([F:25])[CH:20]=1. The yield is 0.980. (2) The reactants are [OH:1][C@@:2]1([C:9]#[C:10][C:11]2[CH:12]=[C:13]([N:17]3[C:25]4[C:20](=[CH:21][C:22]([C:26](=[O:29])[NH:27][CH3:28])=[CH:23][CH:24]=4)[C:19]([C:30]([O:32]C)=O)=[N:18]3)[CH:14]=[CH:15][CH:16]=2)[CH2:6][CH2:5][N:4]([CH3:7])[C:3]1=[O:8].[NH3:34]. The catalyst is CO. The product is [OH:1][C@@:2]1([C:9]#[C:10][C:11]2[CH:12]=[C:13]([N:17]3[C:25]4[C:20](=[CH:21][C:22]([C:26]([NH:27][CH3:28])=[O:29])=[CH:23][CH:24]=4)[C:19]([C:30]([NH2:34])=[O:32])=[N:18]3)[CH:14]=[CH:15][CH:16]=2)[CH2:6][CH2:5][N:4]([CH3:7])[C:3]1=[O:8]. The yield is 0.250. (3) The reactants are [Cl:1][C:2]([Cl:11])([Cl:10])[C:3]([C:5]1[NH:6][CH:7]=[CH:8][CH:9]=1)=[O:4].[Br:12]Br.O. The catalyst is C(Cl)(Cl)Cl. The product is [Br:12][C:8]1[CH:9]=[C:5]([C:3](=[O:4])[C:2]([Cl:1])([Cl:10])[Cl:11])[NH:6][CH:7]=1. The yield is 0.930. (4) The reactants are C(Cl)CCl.Cl.[NH2:6][C:7]1[N:12]=[CH:11][C:10](/[CH:13]=[CH:14]/[C:15]([OH:17])=O)=[CH:9][C:8]=1[C:18]([OH:21])([CH3:20])[CH3:19].C1C=CC2N(O)N=NC=2C=1.[CH3:32][NH:33][CH2:34][C:35]1[C:39]2[CH:40]=[CH:41][CH:42]=[CH:43][C:38]=2[O:37][C:36]=1[CH3:44].C(N(C(C)C)C(C)C)C. The catalyst is CN(C=O)C.O. The product is [NH2:6][C:7]1[N:12]=[CH:11][C:10](/[CH:13]=[CH:14]/[C:15]([N:33]([CH3:32])[CH2:34][C:35]2[C:39]3[CH:40]=[CH:41][CH:42]=[CH:43][C:38]=3[O:37][C:36]=2[CH3:44])=[O:17])=[CH:9][C:8]=1[C:18]([OH:21])([CH3:20])[CH3:19]. The yield is 0.730. (5) The reactants are [CH3:1][N:2]1[CH:6]=[C:5]([NH:7][C:8]([C:10]2[CH:11]=[CH:12][C:13]3[CH:14]=[C:15]4[C:21](=[O:22])[NH:20][CH2:19][CH2:18][CH2:17][N:16]4[C:23]=3[N:24]=2)=[O:9])[N:4]=[C:3]1[C:25]([O:27]CC)=[O:26].[OH-].[Na+]. The yield is 0.870. The product is [CH3:1][N:2]1[CH:6]=[C:5]([NH:7][C:8]([C:10]2[CH:11]=[CH:12][C:13]3[CH:14]=[C:15]4[C:21](=[O:22])[NH:20][CH2:19][CH2:18][CH2:17][N:16]4[C:23]=3[N:24]=2)=[O:9])[N:4]=[C:3]1[C:25]([OH:27])=[O:26]. The catalyst is CO. (6) The reactants are [ClH:1].O1CCOCC1.[Cl:8][C:9]1[CH:14]=[CH:13][C:12]([C@H:15]([C:25]([N:27]2[CH2:32][CH2:31][N:30]([C:33]3[C:34]4[C@H:41]([CH3:42])[CH2:40][CH2:39][C:35]=4[N:36]=[CH:37][N:38]=3)[CH2:29][CH2:28]2)=[O:26])[CH2:16][NH:17]C(=O)OC(C)(C)C)=[CH:11][CH:10]=1. The catalyst is O1CCOCC1. The product is [ClH:8].[ClH:1].[NH2:17][CH2:16][C@H:15]([C:12]1[CH:13]=[CH:14][C:9]([Cl:8])=[CH:10][CH:11]=1)[C:25]([N:27]1[CH2:28][CH2:29][N:30]([C:33]2[C:34]3[C@H:41]([CH3:42])[CH2:40][CH2:39][C:35]=3[N:36]=[CH:37][N:38]=2)[CH2:31][CH2:32]1)=[O:26]. The yield is 0.787.